From a dataset of Full USPTO retrosynthesis dataset with 1.9M reactions from patents (1976-2016). Predict the reactants needed to synthesize the given product. Given the product [Br:1][C:2]1[C:11]2[C:6](=[CH:7][C:8]([F:12])=[CH:9][CH:10]=2)[CH:5]=[C:4]([C:13]([OH:14])=[O:24])[CH:3]=1, predict the reactants needed to synthesize it. The reactants are: [Br:1][C:2]1[C:11]2[C:6](=[CH:7][C:8]([F:12])=[CH:9][CH:10]=2)[CH:5]=[C:4]([C:13](NO)=[O:14])[CH:3]=1.CN(C([O:24]N1N=NC2C=CC=CC1=2)=[N+](C)C)C.[B-](F)(F)(F)F.CCN(C(C)C)C(C)C.Cl.NO.[NH4+].[Cl-].